From a dataset of Catalyst prediction with 721,799 reactions and 888 catalyst types from USPTO. Predict which catalyst facilitates the given reaction. The catalyst class is: 56. Reactant: [C:1]([C:5]1[CH:9]=[C:8]([NH:10][C:11]([NH:13][CH2:14][C:15]2[CH:20]=[C:19]([F:21])[CH:18]=[CH:17][C:16]=2[CH2:22][O:23][C:24]2[CH:29]=[C:28]([CH3:30])[N:27]([CH2:31][C:32]3[CH:37]=[CH:36][CH:35]=[C:34]([O:38][CH3:39])[CH:33]=3)[C:26](=[O:40])[C:25]=2[Cl:41])=[O:12])[N:7]([C:42]2[CH:47]=[CH:46][C:45]([Cl:48])=[C:44]([O:49][Si](C(C)(C)C)(C)C)[CH:43]=2)[N:6]=1)([CH3:4])([CH3:3])[CH3:2].C([O-])=O.C([N+](CCCC)(CCCC)CCCC)CCC. Product: [C:1]([C:5]1[CH:9]=[C:8]([NH:10][C:11]([NH:13][CH2:14][C:15]2[CH:20]=[C:19]([F:21])[CH:18]=[CH:17][C:16]=2[CH2:22][O:23][C:24]2[CH:29]=[C:28]([CH3:30])[N:27]([CH2:31][C:32]3[CH:37]=[CH:36][CH:35]=[C:34]([O:38][CH3:39])[CH:33]=3)[C:26](=[O:40])[C:25]=2[Cl:41])=[O:12])[N:7]([C:42]2[CH:47]=[CH:46][C:45]([Cl:48])=[C:44]([OH:49])[CH:43]=2)[N:6]=1)([CH3:2])([CH3:3])[CH3:4].